Task: Predict the reaction yield, written as a fraction of the theoretical maximum amount of product (1.0 means a 100% yield; for example, 0.34 means a 34% yield).. Dataset: Reaction yield outcomes from USPTO patents with 853,638 reactions (1) The reactants are N1C=[CH:4][C:3]([C:6]([OH:8])=[O:7])=[N:2]1.[C:9](=O)([O-])[O-].[K+].[K+].CI.C[N:18]([CH:20]=O)[CH3:19]. No catalyst specified. The product is [CH3:19][N:18]1[CH:20]=[CH:4][C:3]([C:6]([O:8][CH3:9])=[O:7])=[N:2]1. The yield is 0.750. (2) The product is [Cl:1][C:2]1[N:3]=[CH:4][N:5]=[C:6]([NH2:15])[C:7]=1[C:8]1[N:9]=[N:10][N:11]([CH3:13])[N:12]=1. The catalyst is C1COCC1. The yield is 0.560. The reactants are [Cl:1][C:2]1[C:7]([C:8]2[N:9]=[N:10][N:11]([CH3:13])[N:12]=2)=[C:6](Cl)[N:5]=[CH:4][N:3]=1.[NH3:15]. (3) The reactants are [C:1]([OH:4])(=[O:3])[CH3:2].[C:5]([O:9][C:10](=[O:26])[NH:11][CH2:12][CH2:13][CH2:14][CH2:15][C:16]1[CH:21]=[CH:20][C:19]([O:22][CH2:23][CH2:24][NH2:25])=[CH:18][CH:17]=1)([CH3:8])([CH3:7])[CH3:6].C([BH3-])#N.[Na+].O1CC[CH2:33][CH2:32]1. The catalyst is O. The product is [CH2:32]([O:3][C:1](=[O:4])[CH2:2][NH:25][CH2:24][CH2:23][O:22][C:19]1[CH:18]=[CH:17][C:16]([CH2:15][CH2:14][CH2:13][CH2:12][NH:11][C:10]([O:9][C:5]([CH3:8])([CH3:6])[CH3:7])=[O:26])=[CH:21][CH:20]=1)[CH3:33]. The yield is 0.380. (4) The reactants are C(O[C:4]([C:6]1[NH:10][C:9]2[S:11][C:12]([Cl:14])=[CH:13][C:8]=2[CH:7]=1)=[O:5])C.[NH:15]1[CH2:20][CH2:19][NH:18][CH2:17][CH2:16]1. No catalyst specified. The product is [Cl:14][C:12]1[S:11][C:9]2[NH:10][C:6]([C:4]([N:15]3[CH2:20][CH2:19][NH:18][CH2:17][CH2:16]3)=[O:5])=[CH:7][C:8]=2[CH:13]=1. The yield is 0.350. (5) The reactants are Br[C:2]1[CH:7]=[N:6][C:5](Br)=[CH:4][N:3]=1.[C:9]([C:11]1[CH:16]=[CH:15][C:14](B(O)O)=[CH:13][CH:12]=1)#[N:10]. No catalyst specified. The product is [C:9]([C:11]1[CH:16]=[CH:15][C:14]([C:2]2[CH:7]=[N:6][C:5]([C:14]3[CH:15]=[CH:16][C:11]([C:9]#[N:10])=[CH:12][CH:13]=3)=[CH:4][N:3]=2)=[CH:13][CH:12]=1)#[N:10]. The yield is 0.520. (6) The reactants are [F:1][C:2]1[CH:7]=[CH:6][C:5]([N:8]=[C:9]=[O:10])=[CH:4][C:3]=1[C:11]([F:14])([F:13])[F:12].[C:15]([N:19]1[CH2:24][CH2:23][N:22](C(OC(C)(C)C)=O)[C@@H:21]([C:32]([N:34]2[CH2:39][CH2:38][NH:37][CH2:36][CH2:35]2)=[O:33])[CH2:20]1)([CH3:18])([CH3:17])[CH3:16]. The yield is 0.100. The product is [NH3:8].[CH3:9][OH:10].[C:15]([N:19]1[CH2:24][CH2:23][NH:22][C@@H:21]([C:32]([N:34]2[CH2:39][CH2:38][N:37]([C:9]([NH:8][C:5]3[CH:6]=[CH:7][C:2]([F:1])=[C:3]([C:11]([F:12])([F:13])[F:14])[CH:4]=3)=[O:10])[CH2:36][CH2:35]2)=[O:33])[CH2:20]1)([CH3:18])([CH3:16])[CH3:17]. The catalyst is C1COCC1. (7) The reactants are Br[CH2:2][C:3]1[CH:27]=[CH:26][C:6]([CH2:7][N:8]2[C:12]3[CH:13]=[CH:14][CH:15]=[CH:16][C:11]=3[N:10]([C:17]3[CH:22]=[CH:21][CH:20]=[CH:19][C:18]=3[F:23])[S:9]2(=[O:25])=[O:24])=[CH:5][CH:4]=1.[CH3:28][NH:29][CH3:30]. No catalyst specified. The product is [F:23][C:18]1[CH:19]=[CH:20][CH:21]=[CH:22][C:17]=1[N:10]1[C:11]2[CH:16]=[CH:15][CH:14]=[CH:13][C:12]=2[N:8]([CH2:7][C:6]2[CH:26]=[CH:27][C:3]([CH2:2][N:29]([CH3:30])[CH3:28])=[CH:4][CH:5]=2)[S:9]1(=[O:24])=[O:25]. The yield is 0.920.